Dataset: Retrosynthesis with 50K atom-mapped reactions and 10 reaction types from USPTO. Task: Predict the reactants needed to synthesize the given product. Given the product Cn1nc(-c2c(F)cccc2Cl)nc1-c1ccc(O)c(Cl)c1, predict the reactants needed to synthesize it. The reactants are: COc1ccc(-c2nc(-c3c(F)cccc3Cl)nn2C)cc1Cl.